From a dataset of Experimentally validated miRNA-target interactions with 360,000+ pairs, plus equal number of negative samples. Binary Classification. Given a miRNA mature sequence and a target amino acid sequence, predict their likelihood of interaction. (1) The miRNA is hsa-miR-127-5p with sequence CUGAAGCUCAGAGGGCUCUGAU. The protein sequence of the target gene is MSGQTLTDRIAAAQYSVTGSAVARAVCKATTHEVMGPKKKHLDYLIQATNETNVNIPQMADTLFERATNSSWVVVFKALVTTHHLMVHGNERFIQYLASRNTLFNLSNFLDKSGSHGYDMSTFIRRYSRYLNEKAFSYRQMAFDFARVKKGADGVMRTMVPEKLLKSMPILQGQIDALLEFDVHPNELTNGVINAAFMLLFKDLIKLFACYNDGVINLLEKFFEMKKGQCKDALEIYKRFLTRMTRVSEFLKVAEQVGIDKGDIPDLTQAPSSLMETLEQHLNTLEGKKPGNNEGSGAPS.... Result: 0 (no interaction). (2) The miRNA is hsa-miR-6881-3p with sequence AUCCUCUUUCGUCCUUCCCACU. The protein sequence of the target gene is MSELLDLSFLSEEEKDLILSVLQRDEEVRKADEKRIRRLKNELLEIKRKGAKRGSQHYSDRTCARCQESLGRLSPKTNTCRGCNHLVCRDCRIQESNGTWRCKVCAKEIELKKATGDWFYDQKVNRFAYRTGSEIIRMSLRHKPAVSKRETVGQSLLHQTQMGDIWPGRKIIQERQKEPSVLFEVPKLKSGKSALEAESESLDSFTADSDSTSRRDSLDKSGLFPEWKKMSAPKSQVEKETQPGGQNVVFVDEGEMIFKKNTRKILRPSEYTKSVIDLRPEDVVHESGSLGDRSKSVPGL.... Result: 1 (interaction). (3) Result: 0 (no interaction). The protein sequence of the target gene is MGQEFSWEEAEAAGEIDVAELQEWYKKFVMECPSGTLFMHEFKRFFKVTDDEEASQYVEGMFRAFDKNGDNTIDFLEYVAALNLVLRGTLEHKLKWTFKIYDKDGNGCIDRLELLNIVEGIYQLKKACRRELQTEQGQLLTPEEVVDRIFLLVDENGDGQLSLNEFVEGARRDKWVMKMLQMDMNPSSWLAQQRRKSAMF. The miRNA is hsa-miR-6754-3p with sequence UCUUCACCUGCCUCUGCCUGCA. (4) The miRNA is hsa-miR-2114-3p with sequence CGAGCCUCAAGCAAGGGACUU. The protein sequence of the target gene is MDSGGGSLGLHTPDSRMAHTMIMQDFVAGMAGTAHIDGDHIVVSVPEAVLVSDVVTDDGITLDHGLAAEVVHGPDIITETDVVTEGVIVPEAVLEADVAIEEDLEEDDGDHILTSELITETVRVPEQVFVADLVTGPNGHLEHVVQDCVSGVDSPTMVSEEVLVTNSDTETVIQAAGGVPGSTVTIKTEDDDDDDVKSTSEDYLMISLDDVGEKLEHMGNTPLKIGSDGSQEDAKEDGFGSEVIKVYIFKAEAEDDVEIGGTEIVTESEYTSGHSVAGVLDQSRMQREKMVYMAVKDSSQ.... Result: 0 (no interaction). (5) The miRNA is hsa-miR-378d with sequence ACUGGACUUGGAGUCAGAAA. The protein sequence of the target gene is MALPPFFGQGRPGPPPPQPPPPAPFGCPPPPLPSPAFPPPLPQRPGPFPGASAPFLQPPLALQPRASAEASRGGGGAGAFYPVPPPPLPPPPPQCRPFPGTDAGERPRPPPPGPGPPWSPRWPEAPPPPADVLGDAALQRLRDRQWLEAVFGTPRRAGCPVPQRTHAGPSLGEVRARLLRALRLVRRLRGLSQALREAEADGAAWVLLYSQTAPLRAELAERLQPLTQAAYVGEARRRLERVRRRRLRLRERAREREAEREAEAARAVEREQEIDRWRVKCVQEVEEKKREQELKAAADG.... Result: 0 (no interaction). (6) The miRNA is hsa-miR-548o-5p with sequence AAAAGUAAUUGCGGUUUUUGCC. The protein sequence of the target gene is MEIGTEISRKIRSAIKGKLQELGAYVDEELPDYIMVMVANKKSQDQMTEDLSLFLGNNTIRFTVWLHGVLDKLRSVTTEPSSLKSSDTNIFDSNVPSNKSNFSRGDERRHEAAVPPLAIPSARPEKRDSRVSTSSQESKTTNVRQTYDDGAATRLMSTVKPLREPAPSEDVIDIKPEPDDLIDEDLNFVQENPLSQKKPTVTLTYGSSRPSIEIYRPPASRNADSGVHLNRLQFQQQQNSIHAAKQLDMQSSWVYETGRLCEPEVLNSLEETYSPFFRNNSEKMSMEDENFRKRKLPVVS.... Result: 0 (no interaction). (7) The miRNA is hsa-miR-511-3p with sequence AAUGUGUAGCAAAAGACAGA. Result: 1 (interaction). The protein sequence of the target gene is MSSESEKDKERLIQAAKMFFFHVQDLASVINTLTELFSRSMNTQILLMAVKNNSYIKDFFEQMLKIFKEMQSVVDARHDKIQKESLCSKVAMAMCSVVQKSTNVEELHQSAKEVFKSAHTPVIISVLNSSNILGSLESSLSHLMKFPIMNLQLSDFYTEDTKEQSDVTTSERTRSPPGSSKTTMIDTLKKLQDVLKTEDSKNPTKSAADLLEQIVKAMGPILEILQKAIKTMEMNISVFKKASDK.